Task: Predict the reaction yield, written as a fraction of the theoretical maximum amount of product (1.0 means a 100% yield; for example, 0.34 means a 34% yield).. Dataset: Reaction yield outcomes from USPTO patents with 853,638 reactions (1) The reactants are [Cl:1][C:2]1[CH:7]=[CH:6][C:5]([C@H:8]([C:21]([N:23]2[CH2:28][CH2:27][N:26]([C:29]3[C:34]([C:35]4[CH:40]=[CH:39][C:38]([O:41][CH3:42])=[C:37]([O:43][CH3:44])[CH:36]=4)=[CH:33][N:32]=[C:31]4[NH:45][CH:46]=[CH:47][C:30]=34)[CH2:25][CH2:24]2)=[O:22])[CH2:9][N:10]([CH:18]([CH3:20])[CH3:19])C(=O)OC(C)(C)C)=[CH:4][CH:3]=1.C(O)(C(F)(F)F)=O.C1(N)C(F)=C(F)C(F)=C(N)C=1F.Cl.Cl. The catalyst is C(Cl)Cl. The product is [Cl:1][C:2]1[CH:7]=[CH:6][C:5]([C@@H:8]([CH2:9][NH:10][CH:18]([CH3:20])[CH3:19])[C:21]([N:23]2[CH2:24][CH2:25][N:26]([C:29]3[C:34]([C:35]4[CH:40]=[CH:39][C:38]([O:41][CH3:42])=[C:37]([O:43][CH3:44])[CH:36]=4)=[CH:33][N:32]=[C:31]4[NH:45][CH:46]=[CH:47][C:30]=34)[CH2:27][CH2:28]2)=[O:22])=[CH:4][CH:3]=1. The yield is 0.720. (2) The reactants are [CH3:1][C:2]1[CH:11]=[CH:10][C:9]2[CH2:8][CH2:7][CH2:6][CH:5]([NH:12]C(=O)C)[C:4]=2[N:3]=1.[OH-].[Na+]. The catalyst is Cl. The product is [CH3:1][C:2]1[CH:11]=[CH:10][C:9]2[CH2:8][CH2:7][CH2:6][CH:5]([NH2:12])[C:4]=2[N:3]=1. The yield is 0.990. (3) The reactants are [S:1]1[C:8]2[CH:7]=[C:6]([C:9]([O:11][CH3:12])=[O:10])[NH:5][C:4]=2[CH:3]=[CH:2]1.[H-].[Na+].[CH3:15][Si:16]([CH2:19][CH2:20][O:21][CH2:22]Cl)([CH3:18])[CH3:17]. The catalyst is C1COCC1. The product is [CH3:15][Si:16]([CH3:18])([CH3:17])[CH2:19][CH2:20][O:21][CH2:22][N:5]1[C:6]([C:9]([O:11][CH3:12])=[O:10])=[CH:7][C:8]2[S:1][CH:2]=[CH:3][C:4]1=2. The yield is 0.800. (4) The reactants are [CH3:1][N:2]1[CH:6]=[C:5]([C:7]2[C:8]([C:17]#[N:18])=[CH:9][C:10]3[NH:15][CH2:14][CH2:13][O:12][C:11]=3[CH:16]=2)[CH:4]=[N:3]1.Br[C:20]1[C:24]2[CH2:25][N:26]([C:29]([O:31][C:32]([CH3:35])([CH3:34])[CH3:33])=[O:30])[CH2:27][CH2:28][C:23]=2[N:22]([CH:36]2[CH2:41][CH2:40][O:39][CH2:38][CH2:37]2)[N:21]=1.C(O[Na])(C)(C)C.C1(P(C2CCCCC2)C2C=CC=CC=2C2C(OC(C)C)=CC=CC=2OC(C)C)CCCCC1. The catalyst is O1CCOCC1. The product is [C:17]([C:8]1[C:7]([C:5]2[CH:4]=[N:3][N:2]([CH3:1])[CH:6]=2)=[CH:16][C:11]2[O:12][CH2:13][CH2:14][N:15]([C:20]3[C:24]4[CH2:25][N:26]([C:29]([O:31][C:32]([CH3:34])([CH3:35])[CH3:33])=[O:30])[CH2:27][CH2:28][C:23]=4[N:22]([CH:36]4[CH2:37][CH2:38][O:39][CH2:40][CH2:41]4)[N:21]=3)[C:10]=2[CH:9]=1)#[N:18]. The yield is 0.840. (5) The reactants are [Br:1][C:2]1[CH:7]=[CH:6][C:5]([NH:8][C:9]2[C:23]([CH:24]3O[CH:27]=[N:26][CH:25]3S(C3C=CC(C)=CC=3)(=O)=O)=[CH:22][C:12]3[N:13](CCS(C)(=O)=O)[CH:14]=[N:15][C:11]=3[C:10]=2[F:39])=[C:4]([Cl:40])[CH:3]=1.[NH3:41]. The catalyst is CO. The product is [Br:1][C:2]1[CH:7]=[CH:6][C:5]([NH:8][C:9]2[C:23]([C:24]3[NH:41][CH:27]=[N:26][CH:25]=3)=[CH:22][C:12]3[NH:13][CH:14]=[N:15][C:11]=3[C:10]=2[F:39])=[C:4]([Cl:40])[CH:3]=1. The yield is 0.0700.